Dataset: Reaction yield outcomes from USPTO patents with 853,638 reactions. Task: Predict the reaction yield, written as a fraction of the theoretical maximum amount of product (1.0 means a 100% yield; for example, 0.34 means a 34% yield). (1) The reactants are [OH:1][C:2]1[CH:3]=[C:4]([CH:9]=[CH:10][CH:11]=1)[C:5]([O:7][CH3:8])=[O:6].O[CH2:13][CH2:14][CH2:15][NH:16][C:17](=[O:26])[O:18][CH2:19][C:20]1[CH:25]=[CH:24][CH:23]=[CH:22][CH:21]=1.C1(P(C2C=CC=CC=2)C2C=CC=CC=2)C=CC=CC=1.N(C(OCC)=O)=NC(OCC)=O. The catalyst is C1COCC1. The yield is 0.350. The product is [CH2:19]([O:18][C:17]([NH:16][CH2:15][CH2:14][CH2:13][O:1][C:2]1[CH:3]=[C:4]([CH:9]=[CH:10][CH:11]=1)[C:5]([O:7][CH3:8])=[O:6])=[O:26])[C:20]1[CH:25]=[CH:24][CH:23]=[CH:22][CH:21]=1. (2) The reactants are Cl.C(OC([N:9]1[C:13]2[CH:14]=[CH:15][CH:16]=[CH:17][C:12]=2[N:11]=[C:10]1[N:18]1[CH:24]2[CH2:25][CH2:26][N:21]([CH2:22][CH2:23]2)[CH2:20][CH2:19]1)=O)(C)(C)C. No catalyst specified. The product is [NH:9]1[C:13]2[CH:14]=[CH:15][CH:16]=[CH:17][C:12]=2[N:11]=[C:10]1[N:18]1[CH:24]2[CH2:25][CH2:26][N:21]([CH2:22][CH2:23]2)[CH2:20][CH2:19]1. The yield is 0.680. (3) The reactants are [H-].[Al+3].[Li+].[H-].[H-].[H-].C([O:9][C:10]([CH:12]1[CH2:16][CH2:15][CH2:14][CH:13]1[O:17][CH:18]1[CH2:23][CH2:22][CH2:21][CH2:20][O:19]1)=O)C. The catalyst is O1CCCC1. The product is [O:19]1[CH2:20][CH2:21][CH2:22][CH2:23][CH:18]1[O:17][CH:13]1[CH2:14][CH2:15][CH2:16][CH:12]1[CH2:10][OH:9]. The yield is 0.836. (4) The reactants are [Cl:1][C:2]1[C:3](Cl)=[C:4]2[N:10]=[C:9]([C:11]3[CH:16]=[CH:15][C:14]([O:17][CH2:18][CH2:19][N:20]4[CH2:25][CH2:24][O:23][CH2:22][CH2:21]4)=[CH:13][CH:12]=3)[NH:8][C:5]2=[N:6][CH:7]=1.[CH3:27][O:28][C:29]1[C:30]([NH2:35])=[CH:31][CH:32]=[CH:33][CH:34]=1. The catalyst is C(#N)C.C(O)(=O)C. The product is [Cl:1][C:2]1[C:3]([NH:35][C:30]2[CH:31]=[CH:32][CH:33]=[CH:34][C:29]=2[O:28][CH3:27])=[C:4]2[NH:10][C:9]([C:11]3[CH:12]=[CH:13][C:14]([O:17][CH2:18][CH2:19][N:20]4[CH2:25][CH2:24][O:23][CH2:22][CH2:21]4)=[CH:15][CH:16]=3)=[N:8][C:5]2=[N:6][CH:7]=1. The yield is 0.270. (5) The reactants are [NH2:1][C:2]([C:5]1[CH:6]=[CH:7][C:8]2[C:12]([CH3:14])([CH3:13])[O:11][B:10]([OH:15])[C:9]=2[CH:16]=1)([CH3:4])[CH3:3].CN(C(ON1N=NC2C=CC=NC1=2)=[N+](C)C)C.F[P-](F)(F)(F)(F)F.CCN(C(C)C)C(C)C.[CH3:50][C:51]1[CH:59]=[C:58]([C:60]2[CH2:64][C:63]([C:69]3[CH:74]=[C:73]([Cl:75])[C:72]([Cl:76])=[C:71]([Cl:77])[CH:70]=3)([C:65]([F:68])([F:67])[F:66])[O:62][N:61]=2)[CH:57]=[CH:56][C:52]=1[C:53](O)=[O:54]. The catalyst is C1COCC1.CC(=O)OCC. The product is [OH:15][B:10]1[C:9]2[CH:16]=[C:5]([C:2]([NH:1][C:53](=[O:54])[C:52]3[CH:56]=[CH:57][C:58]([C:60]4[CH2:64][C:63]([C:69]5[CH:74]=[C:73]([Cl:75])[C:72]([Cl:76])=[C:71]([Cl:77])[CH:70]=5)([C:65]([F:68])([F:67])[F:66])[O:62][N:61]=4)=[CH:59][C:51]=3[CH3:50])([CH3:4])[CH3:3])[CH:6]=[CH:7][C:8]=2[C:12]([CH3:14])([CH3:13])[O:11]1. The yield is 0.380.